Dataset: Forward reaction prediction with 1.9M reactions from USPTO patents (1976-2016). Task: Predict the product of the given reaction. (1) Given the reactants Br[C:2]1[CH2:6][CH2:5][C:4](=[O:7])[CH:3]=1.[B:8]1([B:8]2[O:12][C:11]([CH3:14])([CH3:13])[C:10]([CH3:16])([CH3:15])[O:9]2)[O:12][C:11]([CH3:14])([CH3:13])[C:10]([CH3:16])([CH3:15])[O:9]1.C([O-])(=O)C.[K+], predict the reaction product. The product is: [CH3:15][C:10]1([CH3:16])[C:11]([CH3:14])([CH3:13])[O:12][B:8]([C:2]2[CH2:6][CH2:5][C:4](=[O:7])[CH:3]=2)[O:9]1. (2) Given the reactants [Cl:1][C:2]1[CH:7]=[CH:6][C:5]([NH2:8])=[CH:4][C:3]=1[C:9]1[N:13]([CH3:14])[C:12]2[CH:15]=[CH:16][C:17](C)=[CH:18][C:11]=2[N:10]=1.[Cl:20][C:21]1[CH:26]=[CH:25][C:24](Cl)=[CH:23][C:22]=1[N+:28]([O-:30])=[O:29], predict the reaction product. The product is: [Cl:1][C:2]1[CH:7]=[CH:6][C:5]([NH2:8])=[CH:4][C:3]=1[C:9]1[N:13]([CH3:14])[C:12]2[CH:15]=[CH:16][C:17]([Cl:20])=[CH:18][C:11]=2[N:10]=1.[Cl:20][C:21]1[CH:26]=[CH:25][C:24]([CH3:2])=[CH:23][C:22]=1[N+:28]([O-:30])=[O:29].